From a dataset of CYP2C9 inhibition data for predicting drug metabolism from PubChem BioAssay. Regression/Classification. Given a drug SMILES string, predict its absorption, distribution, metabolism, or excretion properties. Task type varies by dataset: regression for continuous measurements (e.g., permeability, clearance, half-life) or binary classification for categorical outcomes (e.g., BBB penetration, CYP inhibition). Dataset: cyp2c9_veith. (1) The compound is O=C(CN1CCN(Cc2ccccc2)CC1)N1CCCc2c1c(=O)oc1ccc(O)cc21. The result is 1 (inhibitor). (2) The drug is COC(=O)[C@@]1(Cc2ccccc2)[C@H]2c3cc(C(=O)N4CCCC4)n(Cc4ccsc4Br)c3C[C@H]2CN1C(=O)c1ccccc1. The result is 1 (inhibitor). (3) The molecule is CCOc1ccc(C(=O)NC(=S)N(Cc2ccccc2)Cc2ccccc2)cc1. The result is 1 (inhibitor). (4) The molecule is CO/N=C(\C)CCN1CCCCc2nc(C)c(C)cc21. The result is 0 (non-inhibitor). (5) The drug is CCS(=O)(=O)N1CCC(C(=O)NCc2ccco2)CC1. The result is 0 (non-inhibitor). (6) The compound is Cc1cccc(C)c1NC(=O)CSc1nnc(-c2ccccc2)n1Cc1ccc2c(c1)OCO2. The result is 1 (inhibitor).